Dataset: Catalyst prediction with 721,799 reactions and 888 catalyst types from USPTO. Task: Predict which catalyst facilitates the given reaction. (1) The catalyst class is: 11. Reactant: [CH2:1]([O:3][C:4]([N:6]1[CH2:11][CH2:10][CH:9]([NH2:12])[CH2:8][CH2:7]1)=[O:5])[CH3:2].CN(C)/[CH:15]=[N:16]/[N:17]=[CH:18]/N(C)C. Product: [N:16]1[N:17]=[CH:18][N:12]([CH:9]2[CH2:8][CH2:7][N:6]([C:4]([O:3][CH2:1][CH3:2])=[O:5])[CH2:11][CH2:10]2)[CH:15]=1. (2) Reactant: C1(C)C=CC(S(O)(=O)=O)=CC=1.[C:12]([C:15]1[CH:45]=[CH:44][C:18]([O:19][CH2:20][C:21]2[CH:26]=[CH:25][C:24]([CH:27]([O:37]C3CCCCO3)[C:28]3[CH:29]=[C:30]([CH:34]=[CH:35][CH:36]=3)[C:31]([OH:33])=[O:32])=[CH:23][CH:22]=2)=[C:17]([Cl:46])[C:16]=1[OH:47])(=[O:14])[CH3:13]. Product: [C:12]([C:15]1[CH:45]=[CH:44][C:18]([O:19][CH2:20][C:21]2[CH:22]=[CH:23][C:24]([CH:27]([OH:37])[C:28]3[CH:29]=[C:30]([CH:34]=[CH:35][CH:36]=3)[C:31]([OH:33])=[O:32])=[CH:25][CH:26]=2)=[C:17]([Cl:46])[C:16]=1[OH:47])(=[O:14])[CH3:13]. The catalyst class is: 125. (3) Reactant: [Cl:1][C:2]1[CH:3]=[CH:4][C:5]2[CH:15]([CH:16]3[CH2:21][CH2:20][NH:19][CH2:18][CH2:17]3)[C:10]3=[N:11][CH:12]=[CH:13][CH:14]=[C:9]3[CH2:8][CH2:7][C:6]=2[CH:22]=1.Cl[C:24]([O:26][CH2:27][CH3:28])=[O:25]. Product: [CH2:27]([O:26][C:24]([N:19]1[CH2:18][CH2:17][CH:16]([CH:15]2[C:10]3=[N:11][CH:12]=[CH:13][CH:14]=[C:9]3[CH2:8][CH2:7][C:6]3[CH:22]=[C:2]([Cl:1])[CH:3]=[CH:4][C:5]2=3)[CH2:21][CH2:20]1)=[O:25])[CH3:28]. The catalyst class is: 11. (4) Reactant: [NH2:1][C:2]1[CH:3]=[C:4]2[C:9](=[CH:10][C:11]=1[C:12]([F:15])([F:14])[F:13])[NH:8][C:7](=[O:16])[N:6]([NH:17][S:18]([CH3:21])(=[O:20])=[O:19])[C:5]2=[O:22].CO[CH:25]1[CH:29]([CH3:30])[CH2:28][CH:27](OC)[O:26]1. Product: [CH3:30][C:29]1[CH2:28][C:27](=[O:26])[N:1]([C:2]2[CH:3]=[C:4]3[C:9](=[CH:10][C:11]=2[C:12]([F:13])([F:15])[F:14])[NH:8][C:7](=[O:16])[N:6]([NH:17][S:18]([CH3:21])(=[O:20])=[O:19])[C:5]3=[O:22])[CH:25]=1. The catalyst class is: 15. (5) The catalyst class is: 5. Product: [NH2:41][C:21](=[O:23])[C@@H:20]([N:25]1[CH2:28][C:27]2([CH2:32][CH2:31][CH2:30][N:29]2[C:33]([O:35][C:36]([CH3:38])([CH3:39])[CH3:37])=[O:34])[C:26]1=[O:40])[CH2:19][O:18][Si:1]([C:14]([CH3:16])([CH3:17])[CH3:15])([C:2]1[CH:3]=[CH:4][CH:5]=[CH:6][CH:7]=1)[C:8]1[CH:13]=[CH:12][CH:11]=[CH:10][CH:9]=1. Reactant: [Si:1]([O:18][CH2:19][C@H:20]([N:25]1[CH2:28][C:27]2([CH2:32][CH2:31][CH2:30][N:29]2[C:33]([O:35][C:36]([CH3:39])([CH3:38])[CH3:37])=[O:34])[C:26]1=[O:40])[C:21]([O:23]C)=O)([C:14]([CH3:17])([CH3:16])[CH3:15])([C:8]1[CH:13]=[CH:12][CH:11]=[CH:10][CH:9]=1)[C:2]1[CH:7]=[CH:6][CH:5]=[CH:4][CH:3]=1.[NH3:41]. (6) Reactant: [CH3:1][C:2]1[CH:7]=[C:6]([CH3:8])[N:5]=[C:4]([CH2:9]O)[N:3]=1.P(Cl)(Cl)([Cl:13])=O.C(=O)(O)[O-].[Na+]. Product: [Cl:13][CH2:9][C:4]1[N:3]=[C:2]([CH3:1])[CH:7]=[C:6]([CH3:8])[N:5]=1. The catalyst class is: 22.